Dataset: Full USPTO retrosynthesis dataset with 1.9M reactions from patents (1976-2016). Task: Predict the reactants needed to synthesize the given product. (1) Given the product [F:17][C:18]([F:31])([F:30])[S:19]([O:10][C:3]1[CH:2]=[N:1][N:5]2[C:4]=1[CH:9]=[CH:8][CH:7]=[N:6]2)(=[O:21])=[O:20], predict the reactants needed to synthesize it. The reactants are: [N:1]1[N:5]2[N:6]=[CH:7][CH:8]=[CH:9][C:4]2=[C:3]([OH:10])[CH:2]=1.N1C=CC=CC=1.[F:17][C:18]([F:31])([F:30])[S:19](O[S:19]([C:18]([F:31])([F:30])[F:17])(=[O:21])=[O:20])(=[O:21])=[O:20]. (2) Given the product [CH2:1]([O:4][CH:5]([O:8][CH:9]([O:15][CH2:13][CH3:14])[CH3:10])[CH3:6])[CH3:2], predict the reactants needed to synthesize it. The reactants are: [CH2:1]([O:4][CH2:5][CH2:6]Cl)[CH2:2]Cl.[O-:8][CH2:9][CH3:10].[Na+].[Na].[CH2:13]([OH:15])[CH3:14].